From a dataset of Full USPTO retrosynthesis dataset with 1.9M reactions from patents (1976-2016). Predict the reactants needed to synthesize the given product. (1) Given the product [Br:20][CH2:11][CH2:10][CH2:9][CH2:8][CH2:7][C:4]1[CH:5]=[CH:6][C:1]([C:13]2[CH:18]=[CH:17][CH:16]=[CH:15][CH:14]=2)=[CH:2][CH:3]=1, predict the reactants needed to synthesize it. The reactants are: [C:1]1([C:13]2[CH:18]=[CH:17][CH:16]=[CH:15][CH:14]=2)[CH:6]=[CH:5][C:4]([CH2:7][CH2:8][CH2:9][CH2:10][CH2:11]O)=[CH:3][CH:2]=1.C(Br)(Br)(Br)[Br:20].C1(P(C2C=CC=CC=2)C2C=CC=CC=2)C=CC=CC=1. (2) The reactants are: [CH:1]1([C:7]2[N:11]3[C:12]4[C:17]([NH:18][C:19](=[O:20])[C:10]3=[CH:9][N:8]=2)=[CH:16][CH:15]=[C:14](C(OCC)=O)[CH:13]=4)[CH2:6][CH2:5][CH2:4][CH2:3][CH2:2]1.C[Mg]Br.Cl.[C:30](=O)([O-])O.[Na+].C([O:37][CH2:38][CH3:39])C. Given the product [CH:1]1([C:7]2[N:11]3[C:12]4[C:17]([NH:18][C:19](=[O:20])[C:10]3=[CH:9][N:8]=2)=[CH:16][CH:15]=[C:14]([C:38]([OH:37])([CH3:39])[CH3:30])[CH:13]=4)[CH2:2][CH2:3][CH2:4][CH2:5][CH2:6]1, predict the reactants needed to synthesize it.